From a dataset of Full USPTO retrosynthesis dataset with 1.9M reactions from patents (1976-2016). Predict the reactants needed to synthesize the given product. (1) Given the product [OH:1][C@H:2]([CH:30]([CH3:32])[CH3:31])[C:3]([N:5]1[CH2:29][CH2:28][CH2:27][C@H:6]1[C:7]([NH:9][CH2:10][C:11]1[CH:16]=[C:15]([Cl:17])[CH:14]=[CH:13][C:12]=1[CH2:18][NH2:19])=[O:8])=[O:4], predict the reactants needed to synthesize it. The reactants are: [OH:1][C@H:2]([CH:30]([CH3:32])[CH3:31])[C:3]([N:5]1[CH2:29][CH2:28][CH2:27][C@H:6]1[C:7]([NH:9][CH2:10][C:11]1[CH:16]=[C:15]([Cl:17])[CH:14]=[CH:13][C:12]=1[CH2:18][NH:19]C(OC(C)(C)C)=O)=[O:8])=[O:4]. (2) Given the product [NH2:19][C:18]1[N:11]([C:8]2[CH:9]=[CH:10][C:5]([C:4]([O:3][CH2:1][CH3:2])=[O:13])=[CH:6][CH:7]=2)[N:12]=[C:16]([C:15]([F:22])([F:21])[F:14])[CH:17]=1, predict the reactants needed to synthesize it. The reactants are: [CH2:1]([O:3][C:4](=[O:13])[C:5]1[CH:10]=[CH:9][C:8]([NH:11][NH2:12])=[CH:7][CH:6]=1)[CH3:2].[F:14][C:15]([F:22])([F:21])[C:16](=O)[CH2:17][C:18]#[N:19].Cl. (3) Given the product [CH2:35]([O:34][C:32]([CH2:31][N:20]([C:21]1[CH:26]=[CH:25][C:24]([N+:27]([O-:29])=[O:28])=[CH:23][CH:22]=1)[S:17]([C:7]1[C:16]2[C:11](=[CH:12][CH:13]=[CH:14][CH:15]=2)[CH:10]=[CH:9][CH:8]=1)(=[O:18])=[O:19])=[O:33])[CH3:36], predict the reactants needed to synthesize it. The reactants are: CC(C)([O-])C.[K+].[C:7]1([S:17]([NH:20][C:21]2[CH:26]=[CH:25][C:24]([N+:27]([O-:29])=[O:28])=[CH:23][CH:22]=2)(=[O:19])=[O:18])[C:16]2[C:11](=[CH:12][CH:13]=[CH:14][CH:15]=2)[CH:10]=[CH:9][CH:8]=1.Br[CH2:31][C:32]([O:34][CH2:35][CH3:36])=[O:33]. (4) Given the product [C:57]([C:54]1[O:55][C:56]2[C:52](=[C:51]([C:61]#[N:62])[C:50]([CH3:63])=[C:49]([C:64]3[CH:69]=[CH:68][CH:67]=[C:66]([O:70][CH3:71])[CH:65]=3)[C:48]=2[N:76]2[CH2:77][CH2:78][C@H:74]([N:73]([CH3:79])[CH3:72])[CH2:75]2)[N:53]=1)([CH3:60])([CH3:59])[CH3:58], predict the reactants needed to synthesize it. The reactants are: C1C=CC(P(C2C=CC3C(=CC=CC=3)C=2C2C3C(=CC=CC=3)C=CC=2P(C2C=CC=CC=2)C2C=CC=CC=2)C2C=CC=CC=2)=CC=1.Br[C:48]1[C:49]([C:64]2[CH:69]=[CH:68][CH:67]=[C:66]([O:70][CH3:71])[CH:65]=2)=[C:50]([CH3:63])[C:51]([C:61]#[N:62])=[C:52]2[C:56]=1[O:55][C:54]([C:57]([CH3:60])([CH3:59])[CH3:58])=[N:53]2.[CH3:72][N:73]([CH3:79])[C@H:74]1[CH2:78][CH2:77][NH:76][CH2:75]1.CC(C)([O-])C.[Na+].O.C(=O)(O)[O-].[Na+]. (5) Given the product [Cl:1][C:2]1[CH:3]=[C:4]([CH:9]([CH2:12][CH2:13][N:14]([CH3:16])[CH3:15])[CH:10]=[O:11])[CH:5]=[CH:6][C:7]=1[Cl:8], predict the reactants needed to synthesize it. The reactants are: [Cl:1][C:2]1[CH:3]=[C:4]([CH:9]([CH2:12][CH2:13][N:14]([CH3:16])[CH3:15])[CH2:10][OH:11])[CH:5]=[CH:6][C:7]=1[Cl:8].C(Cl)(=O)C(Cl)=O.CS(C)=O.C([N+](CCCC)(CCCC)CCCC)CCC.